From a dataset of NCI-60 drug combinations with 297,098 pairs across 59 cell lines. Regression. Given two drug SMILES strings and cell line genomic features, predict the synergy score measuring deviation from expected non-interaction effect. Drug 1: CCC1=CC2CC(C3=C(CN(C2)C1)C4=CC=CC=C4N3)(C5=C(C=C6C(=C5)C78CCN9C7C(C=CC9)(C(C(C8N6C)(C(=O)OC)O)OC(=O)C)CC)OC)C(=O)OC.C(C(C(=O)O)O)(C(=O)O)O. Drug 2: C1C(C(OC1N2C=NC3=C2NC=NCC3O)CO)O. Cell line: SF-268. Synergy scores: CSS=18.9, Synergy_ZIP=0.408, Synergy_Bliss=3.32, Synergy_Loewe=-37.8, Synergy_HSA=3.17.